From a dataset of Catalyst prediction with 721,799 reactions and 888 catalyst types from USPTO. Predict which catalyst facilitates the given reaction. Product: [C:26]([O:25][CH2:24][C:3]1[C:4]([N:8]2[C:14](=[O:15])[C:13]3[C:16]([F:23])=[CH:17][C:18]([CH:20]4[CH2:21][CH2:22]4)=[CH:19][C:12]=3[O:11][CH2:10][CH2:9]2)=[CH:5][CH:6]=[CH:7][C:2]=1[Br:1])(=[O:28])[CH3:27]. The catalyst class is: 46. Reactant: [Br:1][C:2]1[C:3]([CH2:24][OH:25])=[C:4]([N:8]2[C:14](=[O:15])[C:13]3[C:16]([F:23])=[CH:17][C:18]([CH:20]4[CH2:22][CH2:21]4)=[CH:19][C:12]=3[O:11][CH2:10][CH2:9]2)[CH:5]=[CH:6][CH:7]=1.[C:26](Cl)(=[O:28])[CH3:27].